From a dataset of Catalyst prediction with 721,799 reactions and 888 catalyst types from USPTO. Predict which catalyst facilitates the given reaction. (1) Reactant: [C:1]([C:3]1[CH:30]=[CH:29][C:6]2[NH:7][C:8]([CH:10]([C:17]3[C:25]([O:26][CH3:27])=[CH:24][C:23]([CH3:28])=[C:22]4[C:18]=3[CH:19]=[CH:20][NH:21]4)[CH2:11][CH2:12][C:13]([O:15]C)=[O:14])=[N:9][C:5]=2[CH:4]=1)#[N:2].[OH-].[Na+]. Product: [C:1]([C:3]1[CH:30]=[CH:29][C:6]2[NH:7][C:8]([CH:10]([C:17]3[C:25]([O:26][CH3:27])=[CH:24][C:23]([CH3:28])=[C:22]4[C:18]=3[CH:19]=[CH:20][NH:21]4)[CH2:11][CH2:12][C:13]([OH:15])=[O:14])=[N:9][C:5]=2[CH:4]=1)#[N:2]. The catalyst class is: 5. (2) Reactant: [CH3:1][C:2]1[N:11]=[C:10]([N:12]([C:14]2[CH:19]=[CH:18][C:17]([N:20](C)[C:21](=O)C)=[CH:16][CH:15]=2)[CH3:13])[C:9]2[C:4](=[CH:5][CH:6]=[CH:7][CH:8]=2)[N:3]=1.C(OCC)(=O)C. Product: [CH3:1][C:2]1[N:11]=[C:10]([N:12]([C:14]2[CH:15]=[CH:16][C:17]([NH:20][CH3:21])=[CH:18][CH:19]=2)[CH3:13])[C:9]2[C:4](=[CH:5][CH:6]=[CH:7][CH:8]=2)[N:3]=1. The catalyst class is: 273. (3) Reactant: [Cl:1][C:2]1[CH:7]=[CH:6][CH:5]=[CH:4][C:3]=1[C@H:8]([N:18]([C:28]1[CH:33]=[CH:32][CH:31]=[C:30]([F:34])[CH:29]=1)[C:19]([C@@H:21]1[CH2:26][O:25][CH2:24][C:23](=[O:27])[NH:22]1)=[O:20])[C:9]([NH:11][CH:12]1[CH2:15][C:14]([F:17])([F:16])[CH2:13]1)=[O:10].Br[C:36]1[N:41]=[CH:40][CH:39]=[CH:38][N:37]=1.CC1(C)C2C(=C(P(C3C=CC=CC=3)C3C=CC=CC=3)C=CC=2)OC2C(P(C3C=CC=CC=3)C3C=CC=CC=3)=CC=CC1=2.C([O-])([O-])=O.[Cs+].[Cs+]. The catalyst class is: 62. Product: [Cl:1][C:2]1[CH:7]=[CH:6][CH:5]=[CH:4][C:3]=1[C@H:8]([N:18]([C:28]1[CH:33]=[CH:32][CH:31]=[C:30]([F:34])[CH:29]=1)[C:19]([C@@H:21]1[CH2:26][O:25][CH2:24][C:23](=[O:27])[N:22]1[C:36]1[N:41]=[CH:40][CH:39]=[CH:38][N:37]=1)=[O:20])[C:9]([NH:11][CH:12]1[CH2:15][C:14]([F:17])([F:16])[CH2:13]1)=[O:10]. (4) Reactant: [NH:1]1[C:10]2[C:5](=[CH:6][CH:7]=[CH:8][CH:9]=2)[CH2:4][CH2:3][CH2:2]1.O=[C:12]1[CH2:16][CH2:15][N:14]([C:17]([O:19][C:20]([CH3:23])([CH3:22])[CH3:21])=[O:18])[CH2:13]1.C(O[BH-](OC(=O)C)OC(=O)C)(=O)C.[Na+].C(O)(=O)C. Product: [N:1]1([CH:16]2[CH2:12][CH2:13][N:14]([C:17]([O:19][C:20]([CH3:23])([CH3:22])[CH3:21])=[O:18])[CH2:15]2)[C:10]2[C:5](=[CH:6][CH:7]=[CH:8][CH:9]=2)[CH2:4][CH2:3][CH2:2]1. The catalyst class is: 26. (5) Reactant: [NH2:1][C:2]1[C:3]([I:17])=[C:4]([NH:13][C:14](=[O:16])[CH3:15])[C:5]([I:12])=[C:6]([C:10]=1[I:11])[C:7](Cl)=[O:8].[OH:18][CH:19]([CH2:22][OH:23])[CH2:20][NH2:21]. Product: [NH2:1][C:2]1[C:3]([I:17])=[C:4]([NH:13][C:14](=[O:16])[CH3:15])[C:5]([I:12])=[C:6]([C:10]=1[I:11])[C:7]([NH:21][CH2:20][CH:19]([OH:18])[CH2:22][OH:23])=[O:8]. The catalyst class is: 7. (6) Reactant: [NH:1]1[C:9]2[C:4](=[CH:5][C:6]([CH:10]([C:12]3[CH:17]=[CH:16][CH:15]=[CH:14][CH:13]=3)[OH:11])=[CH:7][CH:8]=2)[CH:3]=[N:2]1.C(N=[N+]=[N-])C.[C:23](OC(=O)C)(=[O:25])[CH3:24]. Product: [C:23]([O:11][CH:10]([C:6]1[CH:5]=[C:4]2[C:9](=[CH:8][CH:7]=1)[NH:1][N:2]=[CH:3]2)[C:12]1[CH:13]=[CH:14][CH:15]=[CH:16][CH:17]=1)(=[O:25])[CH3:24]. The catalyst class is: 1.